From a dataset of Full USPTO retrosynthesis dataset with 1.9M reactions from patents (1976-2016). Predict the reactants needed to synthesize the given product. Given the product [N:30]1([CH2:2][C:3]([N:5]2[CH2:10][CH2:9][C:8](=[N:11][O:12][CH2:13][C:14]3[CH:19]=[CH:18][CH:17]=[C:16]([C:20]([F:23])([F:22])[F:21])[CH:15]=3)[CH2:7][CH2:6]2)=[O:4])[CH2:35][CH2:34][CH2:33][CH2:32][CH2:31]1, predict the reactants needed to synthesize it. The reactants are: Cl[CH2:2][C:3]([N:5]1[CH2:10][CH2:9][C:8](=[N:11][O:12][CH2:13][C:14]2[CH:19]=[CH:18][CH:17]=[C:16]([C:20]([F:23])([F:22])[F:21])[CH:15]=2)[CH2:7][CH2:6]1)=[O:4].C([O-])([O-])=O.[K+].[K+].[NH:30]1[CH2:35][CH2:34][CH2:33][CH2:32][CH2:31]1.